From a dataset of Forward reaction prediction with 1.9M reactions from USPTO patents (1976-2016). Predict the product of the given reaction. (1) Given the reactants [NH2:1][C@@H:2]1[CH2:7][CH2:6][C@H:5]([NH:8][C:9]([C:11]2[C:15]3[N:16]=[CH:17][N:18]=[C:19]([C:20]4[CH:25]=[CH:24][C:23]([O:26][CH3:27])=[CH:22][C:21]=4[O:28][CH2:29][CH:30]4[CH2:32][CH2:31]4)[C:14]=3[NH:13][CH:12]=2)=[O:10])[CH2:4][CH2:3]1.[CH:33]1([C:36](Cl)=[O:37])[CH2:35][CH2:34]1, predict the reaction product. The product is: [CH:33]1([C:36]([NH:1][C@@H:2]2[CH2:7][CH2:6][C@H:5]([NH:8][C:9]([C:11]3[C:15]4[N:16]=[CH:17][N:18]=[C:19]([C:20]5[CH:25]=[CH:24][C:23]([O:26][CH3:27])=[CH:22][C:21]=5[O:28][CH2:29][CH:30]5[CH2:31][CH2:32]5)[C:14]=4[NH:13][CH:12]=3)=[O:10])[CH2:4][CH2:3]2)=[O:37])[CH2:35][CH2:34]1. (2) Given the reactants [CH3:1][C:2]1([N:8]2[CH2:13][CH2:12][CH:11]([N:14]3[C@H:18]4[CH2:19][CH2:20][CH2:21][CH2:22][C@@H:17]4[NH:16][C:15]3=[O:23])[CH2:10][CH2:9]2)[CH2:7][CH2:6][NH:5][CH2:4][CH2:3]1.C(=O)([O-])[O-].[K+].[K+].Cl[C:31]([O:33][CH2:34][C:35]#[C:36][CH3:37])=[O:32], predict the reaction product. The product is: [O:23]=[C:15]1[N:14]([CH:11]2[CH2:12][CH2:13][N:8]([C:2]3([CH3:1])[CH2:7][CH2:6][N:5]([C:31]([O:33][CH2:34][C:35]#[C:36][CH3:37])=[O:32])[CH2:4][CH2:3]3)[CH2:9][CH2:10]2)[C@H:18]2[CH2:19][CH2:20][CH2:21][CH2:22][C@@H:17]2[NH:16]1. (3) Given the reactants FC(F)(F)C([O-])=O.[CH:8]1[C:20]2[C:19]3[CH2:18][CH2:17][NH2+:16][CH2:15][C:14]=3[CH:13]=[N:12][C:11]=2[NH:10][N:9]=1.CCN(C(C)C)C(C)C.[N:30]([C:33]1[CH:34]=[C:35]([C:39]2[N:40]=[C:41]([CH3:44])[S:42][CH:43]=2)[CH:36]=[CH:37][CH:38]=1)=[C:31]=[O:32], predict the reaction product. The product is: [CH3:44][C:41]1[S:42][CH:43]=[C:39]([C:35]2[CH:34]=[C:33]([NH:30][C:31]([N:16]3[CH2:15][C:14]4[CH:13]=[N:12][C:11]5[NH:10][N:9]=[CH:8][C:20]=5[C:19]=4[CH2:18][CH2:17]3)=[O:32])[CH:38]=[CH:37][CH:36]=2)[N:40]=1. (4) Given the reactants Br[C:2]1[C:3]([CH3:10])=[CH:4][C:5]([O:8][CH3:9])=[N:6][CH:7]=1.[CH3:11][O:12][C:13]1[CH:18]=[CH:17][C:16](B(O)O)=[CH:15][CH:14]=1, predict the reaction product. The product is: [CH3:9][O:8][C:5]1[CH:4]=[C:3]([CH3:10])[C:2]([C:16]2[CH:17]=[CH:18][C:13]([O:12][CH3:11])=[CH:14][CH:15]=2)=[CH:7][N:6]=1. (5) Given the reactants [N:1]([C:4]1[CH:13]=[CH:12][CH:11]=[CH:10][C:5]=1[C:6]([O:8]C)=O)=[C:2]=[O:3].[Br:14][C:15]1[CH:21]=[C:20]([N+:22]([O-:24])=[O:23])[CH:19]=[CH:18][C:16]=1[NH2:17].CCN(C(C)C)C(C)C.C1CCN2C(=NCCC2)CC1, predict the reaction product. The product is: [Br:14][C:15]1[CH:21]=[C:20]([N+:22]([O-:24])=[O:23])[CH:19]=[CH:18][C:16]=1[N:17]1[C:6](=[O:8])[C:5]2[C:4](=[CH:13][CH:12]=[CH:11][CH:10]=2)[NH:1][C:2]1=[O:3]. (6) Given the reactants [NH3:1].CO.[Br:4][C:5]1[CH:23]=[C:22]([F:24])[CH:21]=[CH:20][C:6]=1[CH2:7][C:8]1[N:13]=[C:12]([C:14](OC)=[O:15])[C:11]([OH:18])=[C:10]([OH:19])[N:9]=1, predict the reaction product. The product is: [Br:4][C:5]1[CH:23]=[C:22]([F:24])[CH:21]=[CH:20][C:6]=1[CH2:7][C:8]1[NH:9][C:10](=[O:19])[C:11]([OH:18])=[C:12]([C:14]([NH2:1])=[O:15])[N:13]=1.